Dataset: NCI-60 drug combinations with 297,098 pairs across 59 cell lines. Task: Regression. Given two drug SMILES strings and cell line genomic features, predict the synergy score measuring deviation from expected non-interaction effect. (1) Drug 1: CCCS(=O)(=O)NC1=C(C(=C(C=C1)F)C(=O)C2=CNC3=C2C=C(C=N3)C4=CC=C(C=C4)Cl)F. Drug 2: CC12CCC3C(C1CCC2O)C(CC4=C3C=CC(=C4)O)CCCCCCCCCS(=O)CCCC(C(F)(F)F)(F)F. Cell line: UACC-257. Synergy scores: CSS=49.9, Synergy_ZIP=2.11, Synergy_Bliss=1.92, Synergy_Loewe=-5.66, Synergy_HSA=1.74. (2) Drug 1: CC1=C(C=C(C=C1)NC2=NC=CC(=N2)N(C)C3=CC4=NN(C(=C4C=C3)C)C)S(=O)(=O)N.Cl. Drug 2: CN1CCC(CC1)COC2=C(C=C3C(=C2)N=CN=C3NC4=C(C=C(C=C4)Br)F)OC. Cell line: NCI-H226. Synergy scores: CSS=12.6, Synergy_ZIP=-0.873, Synergy_Bliss=2.89, Synergy_Loewe=4.17, Synergy_HSA=4.40. (3) Drug 1: CCC1=CC2CC(C3=C(CN(C2)C1)C4=CC=CC=C4N3)(C5=C(C=C6C(=C5)C78CCN9C7C(C=CC9)(C(C(C8N6C)(C(=O)OC)O)OC(=O)C)CC)OC)C(=O)OC.C(C(C(=O)O)O)(C(=O)O)O. Drug 2: CCC(=C(C1=CC=CC=C1)C2=CC=C(C=C2)OCCN(C)C)C3=CC=CC=C3.C(C(=O)O)C(CC(=O)O)(C(=O)O)O. Cell line: LOX IMVI. Synergy scores: CSS=35.5, Synergy_ZIP=-8.44, Synergy_Bliss=-6.19, Synergy_Loewe=-8.18, Synergy_HSA=-1.22. (4) Drug 1: CC1=C(C(CCC1)(C)C)C=CC(=CC=CC(=CC(=O)O)C)C. Drug 2: CN(CCCl)CCCl.Cl. Cell line: COLO 205. Synergy scores: CSS=36.1, Synergy_ZIP=-7.56, Synergy_Bliss=-1.82, Synergy_Loewe=-15.1, Synergy_HSA=-2.40. (5) Drug 1: COC1=NC(=NC2=C1N=CN2C3C(C(C(O3)CO)O)O)N. Drug 2: CCCCC(=O)OCC(=O)C1(CC(C2=C(C1)C(=C3C(=C2O)C(=O)C4=C(C3=O)C=CC=C4OC)O)OC5CC(C(C(O5)C)O)NC(=O)C(F)(F)F)O. Cell line: KM12. Synergy scores: CSS=51.1, Synergy_ZIP=-2.20, Synergy_Bliss=2.66, Synergy_Loewe=-16.7, Synergy_HSA=3.38. (6) Drug 1: CC(CN1CC(=O)NC(=O)C1)N2CC(=O)NC(=O)C2. Drug 2: CC1=C2C(C(=O)C3(C(CC4C(C3C(C(C2(C)C)(CC1OC(=O)C(C(C5=CC=CC=C5)NC(=O)OC(C)(C)C)O)O)OC(=O)C6=CC=CC=C6)(CO4)OC(=O)C)O)C)O. Cell line: MCF7. Synergy scores: CSS=23.6, Synergy_ZIP=-11.7, Synergy_Bliss=-4.43, Synergy_Loewe=-13.0, Synergy_HSA=-1.05. (7) Drug 1: CC1=C(N=C(N=C1N)C(CC(=O)N)NCC(C(=O)N)N)C(=O)NC(C(C2=CN=CN2)OC3C(C(C(C(O3)CO)O)O)OC4C(C(C(C(O4)CO)O)OC(=O)N)O)C(=O)NC(C)C(C(C)C(=O)NC(C(C)O)C(=O)NCCC5=NC(=CS5)C6=NC(=CS6)C(=O)NCCC[S+](C)C)O. Drug 2: CCC1(CC2CC(C3=C(CCN(C2)C1)C4=CC=CC=C4N3)(C5=C(C=C6C(=C5)C78CCN9C7C(C=CC9)(C(C(C8N6C)(C(=O)OC)O)OC(=O)C)CC)OC)C(=O)OC)O.OS(=O)(=O)O. Cell line: MDA-MB-231. Synergy scores: CSS=16.6, Synergy_ZIP=-5.81, Synergy_Bliss=-1.75, Synergy_Loewe=-3.09, Synergy_HSA=-1.82. (8) Drug 1: C1=CC=C(C=C1)NC(=O)CCCCCCC(=O)NO. Drug 2: C1CN(CCN1C(=O)CCBr)C(=O)CCBr. Cell line: IGROV1. Synergy scores: CSS=32.0, Synergy_ZIP=-5.96, Synergy_Bliss=5.15, Synergy_Loewe=-3.00, Synergy_HSA=8.03. (9) Drug 1: CC1=C(C=C(C=C1)NC(=O)C2=CC=C(C=C2)CN3CCN(CC3)C)NC4=NC=CC(=N4)C5=CN=CC=C5. Drug 2: C1CNP(=O)(OC1)N(CCCl)CCCl. Cell line: M14. Synergy scores: CSS=-1.30, Synergy_ZIP=3.76, Synergy_Bliss=2.20, Synergy_Loewe=-4.83, Synergy_HSA=-4.87. (10) Drug 1: CC1=C2C(C(=O)C3(C(CC4C(C3C(C(C2(C)C)(CC1OC(=O)C(C(C5=CC=CC=C5)NC(=O)OC(C)(C)C)O)O)OC(=O)C6=CC=CC=C6)(CO4)OC(=O)C)OC)C)OC. Drug 2: CN(C)C1=NC(=NC(=N1)N(C)C)N(C)C. Cell line: UO-31. Synergy scores: CSS=40.6, Synergy_ZIP=3.80, Synergy_Bliss=2.83, Synergy_Loewe=-64.6, Synergy_HSA=1.60.